Dataset: Catalyst prediction with 721,799 reactions and 888 catalyst types from USPTO. Task: Predict which catalyst facilitates the given reaction. (1) Reactant: [F:1][C:2]1[CH:3]=[CH:4][C:5]([O:20][CH3:21])=[C:6]([C:8]([CH3:19])([CH3:18])[CH2:9][C:10]([OH:17])([C:13]([F:16])([F:15])[F:14])[CH:11]=O)[CH:7]=1.[NH:22]1[C:30]2[C:25](=[C:26]([NH2:31])[CH:27]=[CH:28][CH:29]=2)[CH:24]=[N:23]1.C(O)(=O)C.C(=O)(O)[O-].[Na+]. Product: [F:1][C:2]1[CH:3]=[CH:4][C:5]([O:20][CH3:21])=[C:6]([C:8]([CH3:18])([CH3:19])[CH2:9][C:10]([C:13]([F:15])([F:16])[F:14])([OH:17])[CH:11]=[N:31][C:26]2[CH:27]=[CH:28][CH:29]=[C:30]3[C:25]=2[CH:24]=[N:23][NH:22]3)[CH:7]=1. The catalyst class is: 133. (2) Reactant: C(OC([C:6]1[C:10]([C:11]2[CH:16]=[CH:15][N:14]=[CH:13][CH:12]=2)=[CH:9][S:8][C:7]=1[NH2:17])=O)C.[OH-].[K+].CCO. Product: [N:14]1[CH:15]=[CH:16][C:11]([C:10]2[CH:6]=[C:7]([NH2:17])[S:8][CH:9]=2)=[CH:12][CH:13]=1. The catalyst class is: 6. (3) Reactant: I.[Br:2][C:3]1[CH:8]=[CH:7][C:6]([CH:9]2[CH2:14][CH2:13][NH2+:12][CH2:11][CH2:10]2)=[CH:5][CH:4]=1.[NH2:15][C:16]1[CH:17]=[C:18]([CH:22]=[CH:23][C:24]=1[CH3:25])[C:19](O)=[O:20].C(N(CC)C(C)C)(C)C.CN(C(ON1N=NC2C=CC=CC1=2)=[N+](C)C)C.F[P-](F)(F)(F)(F)F.C([O-])([O-])=O.[Na+].[Na+]. The catalyst class is: 2. Product: [NH2:15][C:16]1[CH:17]=[C:18]([C:19]([N:12]2[CH2:11][CH2:10][CH:9]([C:6]3[CH:7]=[CH:8][C:3]([Br:2])=[CH:4][CH:5]=3)[CH2:14][CH2:13]2)=[O:20])[CH:22]=[CH:23][C:24]=1[CH3:25]. (4) Reactant: [Si:1]([O:8][CH2:9][C@@H:10]1[C@H:14]2[O:15][C:16]([CH3:19])([CH3:18])[O:17][C@H:13]2[C@H:12]([NH:20][C:21]2[CH:26]=[C:25](I)[N:24]=[CH:23][N:22]=2)[CH2:11]1)([C:4]([CH3:7])([CH3:6])[CH3:5])([CH3:3])[CH3:2].CCN(CC)CC.[C:35]1([C:41]#[CH:42])[CH:40]=[CH:39][CH:38]=[CH:37][CH:36]=1. Product: [Si:1]([O:8][CH2:9][C@@H:10]1[C@H:14]2[O:15][C:16]([CH3:19])([CH3:18])[O:17][C@H:13]2[C@H:12]([NH:20][C:21]2[CH:26]=[C:25]([C:42]#[C:41][C:35]3[CH:40]=[CH:39][CH:38]=[CH:37][CH:36]=3)[N:24]=[CH:23][N:22]=2)[CH2:11]1)([C:4]([CH3:7])([CH3:6])[CH3:5])([CH3:3])[CH3:2]. The catalyst class is: 654. (5) Reactant: C([O:3][C:4](=[O:22])[C:5]1[CH:10]=[CH:9][CH:8]=[C:7]([N:11]([CH2:19][CH:20]=[CH2:21])[C:12]([O:14][C:15]([CH3:18])([CH3:17])[CH3:16])=[O:13])[CH:6]=1)C.[OH-].[Li+].Cl. Product: [CH2:19]([N:11]([C:12]([O:14][C:15]([CH3:18])([CH3:17])[CH3:16])=[O:13])[C:7]1[CH:6]=[C:5]([CH:10]=[CH:9][CH:8]=1)[C:4]([OH:22])=[O:3])[CH:20]=[CH2:21]. The catalyst class is: 8. (6) Reactant: [OH:1][CH:2]([C:12]1[S:13][C:14]([C:17]2[CH:22]=[C:21]([NH:23][C:24]3[N:29]=[C:28]([C:30]([F:33])([F:32])[F:31])[CH:27]=[CH:26][N:25]=3)[CH:20]=[C:19]([CH3:34])[CH:18]=2)=[CH:15][N:16]=1)[C@@H:3]1[CH2:8][CH2:7][C@H:6]([C:9](O)=[O:10])[CH2:5][CH2:4]1.C(Cl)CCl.C1C=CC2N(O)N=[N:45]C=2C=1.C(N(C(C)C)CC)(C)C.[Cl-].[NH4+]. Product: [OH:1][CH:2]([C:12]1[S:13][C:14]([C:17]2[CH:22]=[C:21]([NH:23][C:24]3[N:29]=[C:28]([C:30]([F:33])([F:32])[F:31])[CH:27]=[CH:26][N:25]=3)[CH:20]=[C:19]([CH3:34])[CH:18]=2)=[CH:15][N:16]=1)[C@@H:3]1[CH2:4][CH2:5][C@H:6]([C:9]([NH2:45])=[O:10])[CH2:7][CH2:8]1. The catalyst class is: 18. (7) Reactant: [Cl:1][C:2]1[CH:3]=[CH:4][C:5]([O:11][CH3:12])=[C:6](CC#N)[CH:7]=1.[OH-:13].[K+].[CH2:15]([OH:17])[CH3:16]. Product: [Cl:1][C:2]1[CH:3]=[CH:4][C:5]([O:11][CH3:12])=[C:6]([CH2:16][C:15]([OH:13])=[O:17])[CH:7]=1. The catalyst class is: 6. (8) Product: [F:1][C:2]1[CH:9]=[C:8]([F:10])[CH:7]=[C:6]2[C:3]=1[CH:4]=[N:22][NH:23]2. The catalyst class is: 149. Reactant: [F:1][C:2]1[CH:9]=[C:8]([F:10])[CH:7]=[C:6](F)[C:3]=1[CH:4]=O.C(=O)([O-])[O-].[K+].[K+].Cl.CON.[NH2:22][NH2:23]. (9) Reactant: C[O:2][C:3]1[CH:8]=[CH:7][CH:6]=[CH:5][C:4]=1[C:9]1[N:14]=[CH:13][N:12]=[C:11]([O:15][C:16]2[CH:25]=[C:24]3[C:19]([CH:20]=[CH:21][CH:22]=[N:23]3)=[CH:18][CH:17]=2)[CH:10]=1.B(Br)(Br)Br. Product: [N:23]1[C:24]2[C:19](=[CH:18][CH:17]=[C:16]([O:15][C:11]3[N:12]=[CH:13][N:14]=[C:9]([C:4]4[CH:5]=[CH:6][CH:7]=[CH:8][C:3]=4[OH:2])[CH:10]=3)[CH:25]=2)[CH:20]=[CH:21][CH:22]=1. The catalyst class is: 4.